Predict the reaction yield, written as a fraction of the theoretical maximum amount of product (1.0 means a 100% yield; for example, 0.34 means a 34% yield). From a dataset of Reaction yield outcomes from USPTO patents with 853,638 reactions. (1) The reactants are [NH2:1][C:2]1[CH:3]=[C:4]([C:19]2[S:23][C:22]([C:24]([S:27]([NH2:30])(=[O:29])=[O:28])([CH3:26])[CH3:25])=[N:21][CH:20]=2)[CH:5]=[C:6]([NH:8][C:9]2[N:14]=[C:13]([C:15]([F:18])([F:17])[F:16])[CH:12]=[CH:11][N:10]=2)[CH:7]=1.C(N(CC)CC)C.[C:38](Cl)(=[O:40])[CH3:39]. The catalyst is C(Cl)Cl.CO. The product is [S:27]([C:24]([C:22]1[S:23][C:19]([C:4]2[CH:3]=[C:2]([NH:1][C:38](=[O:40])[CH3:39])[CH:7]=[C:6]([NH:8][C:9]3[N:14]=[C:13]([C:15]([F:16])([F:18])[F:17])[CH:12]=[CH:11][N:10]=3)[CH:5]=2)=[CH:20][N:21]=1)([CH3:26])[CH3:25])(=[O:29])(=[O:28])[NH2:30]. The yield is 0.350. (2) The reactants are [N+:1]([C:4]1[CH:5]=[C:6]([OH:13])[CH:7]=[CH:8][C:9]=1[N+:10]([O-])=O)([O-])=O.Br[CH2:15][CH2:16][CH2:17][CH2:18][CH2:19][C:20]([O:22]CC)=[O:21].[Cl:25][C:26]1[CH:31]=[C:30]([Cl:32])[CH:29]=[CH:28][C:27]=1[C:33]1[N:34]=[C:35]([CH:40]=O)[N:36]([CH2:38][CH3:39])[CH:37]=1. No catalyst specified. The product is [Cl:25][C:26]1[CH:31]=[C:30]([Cl:32])[CH:29]=[CH:28][C:27]=1[C:33]1[N:34]=[C:35]([C:40]2[NH:1][C:4]3[CH:5]=[C:6]([O:13][CH2:15][CH2:16][CH2:17][CH2:18][CH2:19][C:20]([OH:22])=[O:21])[CH:7]=[CH:8][C:9]=3[N:10]=2)[N:36]([CH2:38][CH3:39])[CH:37]=1. The yield is 0.0650.